From a dataset of Full USPTO retrosynthesis dataset with 1.9M reactions from patents (1976-2016). Predict the reactants needed to synthesize the given product. (1) Given the product [I:11][C:8]1[CH:9]=[CH:10][C:23]([NH:21][CH3:22])=[C:3]([CH:7]=1)[C:4]([O:6][CH3:12])=[O:5], predict the reactants needed to synthesize it. The reactants are: NC1[CH:10]=[CH:9][C:8]([I:11])=[CH:7][C:3]=1[C:4]([OH:6])=[O:5].[C:12](=O)([O-])[O-].[K+].[K+].IC.C[N:21]([CH:23]=O)[CH3:22]. (2) The reactants are: [F:1][C:2]1[CH:8]=[CH:7][C:5]([NH2:6])=[CH:4][CH:3]=1.[C:9]([O:13][C:14](=O)[O:15]C(C)(C)C)([CH3:12])([CH3:11])[CH3:10]. Given the product [C:9]([O:13][C:14](=[O:15])[NH:6][C:5]1[CH:7]=[CH:8][C:2]([F:1])=[CH:3][CH:4]=1)([CH3:12])([CH3:11])[CH3:10], predict the reactants needed to synthesize it. (3) Given the product [C:3]([O:7][C:8]([N:10]1[CH2:15][CH2:14][CH:13]([O:16][C:19]2[CH:26]=[CH:25][CH:24]=[CH:23][C:20]=2[CH:21]=[O:22])[CH:12]([F:17])[CH2:11]1)=[O:9])([CH3:6])([CH3:4])[CH3:5], predict the reactants needed to synthesize it. The reactants are: [H-].[Na+].[C:3]([O:7][C:8]([N:10]1[CH2:15][CH2:14][CH:13]([OH:16])[CH:12]([F:17])[CH2:11]1)=[O:9])([CH3:6])([CH3:5])[CH3:4].F[C:19]1[CH:26]=[CH:25][CH:24]=[CH:23][C:20]=1[CH:21]=[O:22].